Dataset: Full USPTO retrosynthesis dataset with 1.9M reactions from patents (1976-2016). Task: Predict the reactants needed to synthesize the given product. (1) Given the product [CH3:10][C:8]1([CH3:11])[CH2:7][C:6]2[CH:12]=[CH:2][CH:3]=[C:4]([O:13][CH2:14][C:15]34[CH2:22][CH2:21][C:18]([CH2:23][CH2:24][C:25]([OH:27])=[O:26])([CH2:19][CH2:20]3)[CH2:17][CH2:16]4)[C:5]=2[O:9]1, predict the reactants needed to synthesize it. The reactants are: Cl[C:2]1[CH:3]=[C:4]([O:13][CH2:14][C:15]23[CH2:22][CH2:21][C:18](/[CH:23]=[CH:24]/[C:25]([OH:27])=[O:26])([CH2:19][CH2:20]2)[CH2:17][CH2:16]3)[C:5]2[O:9][C:8]([CH3:11])([CH3:10])[CH2:7][C:6]=2[CH:12]=1. (2) Given the product [CH3:21][N:20]([C:17]1[CH:18]=[CH:19][N:14]=[N:15][CH:16]=1)[C:7]([C:5]1[N:6]=[C:2]([CH3:1])[S:3][CH:4]=1)=[O:9], predict the reactants needed to synthesize it. The reactants are: [CH3:1][C:2]1[S:3][CH:4]=[C:5]([C:7]([OH:9])=O)[N:6]=1.S(Cl)(Cl)=O.[N:14]1[CH:19]=[CH:18][C:17]([NH2:20])=[CH:16][N:15]=1.[CH2:21](N(CC)CC)C. (3) Given the product [C:1]([O:4][CH2:5][C:6]1[N:7]([CH2:31][C:30]2[CH:33]=[CH:34][C:27]([C:23]([CH3:26])([CH3:25])[CH3:24])=[CH:28][CH:29]=2)[C:8]2[C:13]([CH:14]=1)=[CH:12][C:11]([O:15][CH2:16][C:17]1[CH:22]=[CH:21][CH:20]=[CH:19][CH:18]=1)=[CH:10][CH:9]=2)(=[O:3])[CH3:2], predict the reactants needed to synthesize it. The reactants are: [C:1]([O:4][CH2:5][C:6]1[NH:7][C:8]2[C:13]([CH:14]=1)=[CH:12][C:11]([O:15][CH2:16][C:17]1[CH:22]=[CH:21][CH:20]=[CH:19][CH:18]=1)=[CH:10][CH:9]=2)(=[O:3])[CH3:2].[C:23]([C:27]1[CH:34]=[CH:33][C:30]([CH2:31]Br)=[CH:29][CH:28]=1)([CH3:26])([CH3:25])[CH3:24].